From a dataset of Catalyst prediction with 721,799 reactions and 888 catalyst types from USPTO. Predict which catalyst facilitates the given reaction. Reactant: [CH2:1]([O:8][C:9]1[CH:10]=[C:11]([CH2:25][C:26](O)=[O:27])[CH:12]=[C:13]([C:15]2[CH:20]=[CH:19][C:18]([C:21]([F:24])([F:23])[F:22])=[CH:17][CH:16]=2)[CH:14]=1)[C:2]1[CH:7]=[CH:6][CH:5]=[CH:4][CH:3]=1.CN1CCOCC1.CC(C)(C)C(Cl)=O.[CH2:43]([C@@H:50]1[CH2:54][O:53][C:52](=[O:55])[NH:51]1)[C:44]1[CH:49]=[CH:48][CH:47]=[CH:46][CH:45]=1.[Li]CCCC. Product: [CH2:43]([CH:50]1[CH2:54][O:53][C:52](=[O:55])[N:51]1[C:26](=[O:27])[CH2:25][C:11]1[CH:12]=[C:13]([C:15]2[CH:20]=[CH:19][C:18]([C:21]([F:23])([F:22])[F:24])=[CH:17][CH:16]=2)[CH:14]=[C:9]([O:8][CH2:1][C:2]2[CH:7]=[CH:6][CH:5]=[CH:4][CH:3]=2)[CH:10]=1)[C:44]1[CH:45]=[CH:46][CH:47]=[CH:48][CH:49]=1. The catalyst class is: 1.